Binary Classification. Given a T-cell receptor sequence (or CDR3 region) and an epitope sequence, predict whether binding occurs between them. From a dataset of TCR-epitope binding with 47,182 pairs between 192 epitopes and 23,139 TCRs. The epitope is EEHVQIHTI. The TCR CDR3 sequence is CSVKAIEGYGYTF. Result: 1 (the TCR binds to the epitope).